This data is from Peptide-MHC class I binding affinity with 185,985 pairs from IEDB/IMGT. The task is: Regression. Given a peptide amino acid sequence and an MHC pseudo amino acid sequence, predict their binding affinity value. This is MHC class I binding data. (1) The peptide sequence is NTQGYFPDWQ. The MHC is HLA-B07:02 with pseudo-sequence HLA-B07:02. The binding affinity (normalized) is 0. (2) The peptide sequence is KSSRWRQQNTR. The MHC is Mamu-A01 with pseudo-sequence Mamu-A01. The binding affinity (normalized) is 0.